From a dataset of Full USPTO retrosynthesis dataset with 1.9M reactions from patents (1976-2016). Predict the reactants needed to synthesize the given product. (1) Given the product [CH:10]1([NH:9][C:8](=[N:7][CH:1]2[CH2:2][CH2:3][CH2:4][CH2:5][CH2:6]2)[O:19][N:18]([CH2:20][CH3:21])[CH2:16][CH3:17])[CH2:15][CH2:14][CH2:13][CH2:12][CH2:11]1, predict the reactants needed to synthesize it. The reactants are: [CH:1]1([N:7]=[C:8]=[N:9][CH:10]2[CH2:15][CH2:14][CH2:13][CH2:12][CH2:11]2)[CH2:6][CH2:5][CH2:4][CH2:3][CH2:2]1.[CH2:16]([N:18]([CH2:20][CH3:21])[OH:19])[CH3:17].[OH-].[Na+]. (2) Given the product [Br:1][C:2]1[C:3](=[O:31])[N:4]([C:19]2[CH:20]=[C:21]([CH:26]=[CH:27][C:28]=2[O:29][CH3:30])[C:22]([OH:24])=[O:23])[C:5]([CH3:18])=[CH:6][C:7]=1[O:8][CH2:9][C:10]1[CH:15]=[CH:14][C:13]([F:16])=[CH:12][C:11]=1[F:17], predict the reactants needed to synthesize it. The reactants are: [Br:1][C:2]1[C:3](=[O:31])[N:4]([C:19]2[CH:20]=[C:21]([CH:26]=[CH:27][C:28]=2[O:29][CH3:30])[C:22]([O:24]C)=[O:23])[C:5]([CH3:18])=[CH:6][C:7]=1[O:8][CH2:9][C:10]1[CH:15]=[CH:14][C:13]([F:16])=[CH:12][C:11]=1[F:17].O1CCCC1.CO.[OH-].[Na+]. (3) The reactants are: [C:1]([NH2:4])(=[O:3])[CH3:2].Br[CH2:6][C:7]([C:9]1[CH:14]=[CH:13][C:12]([O:15][CH3:16])=[CH:11][CH:10]=1)=O. Given the product [CH3:16][O:15][C:12]1[CH:13]=[CH:14][C:9]([C:7]2[N:4]=[C:1]([CH3:2])[O:3][CH:6]=2)=[CH:10][CH:11]=1, predict the reactants needed to synthesize it.